This data is from Catalyst prediction with 721,799 reactions and 888 catalyst types from USPTO. The task is: Predict which catalyst facilitates the given reaction. (1) Reactant: [Cl:1][C:2]1[C:7]([CH2:8]Cl)=[CH:6][CH:5]=[C:4]([Cl:10])[N:3]=1.[C-:11]#[N:12].[Na+]. Product: [Cl:1][C:2]1[C:7]([CH2:8][C:11]#[N:12])=[CH:6][CH:5]=[C:4]([Cl:10])[N:3]=1. The catalyst class is: 8. (2) Reactant: [Li+].[CH3:2]C([N-]C(C)C)C.[Cl:9][C:10]1[N:11]=[C:12]([N:23]2[CH2:28][CH2:27][O:26][CH2:25][C@@H:24]2[CH3:29])[C:13]2[CH2:18][S:17](=[O:20])(=[O:19])[C:16]([CH3:22])([CH3:21])[C:14]=2[N:15]=1.CI. Product: [Cl:9][C:10]1[N:11]=[C:12]([N:23]2[CH2:28][CH2:27][O:26][CH2:25][C@@H:24]2[CH3:29])[C:13]2[CH:18]([CH3:2])[S:17](=[O:19])(=[O:20])[C:16]([CH3:21])([CH3:22])[C:14]=2[N:15]=1. The catalyst class is: 1.